From a dataset of NCI-60 drug combinations with 297,098 pairs across 59 cell lines. Regression. Given two drug SMILES strings and cell line genomic features, predict the synergy score measuring deviation from expected non-interaction effect. (1) Drug 1: C1=CC(=CC=C1CCC2=CNC3=C2C(=O)NC(=N3)N)C(=O)NC(CCC(=O)O)C(=O)O. Drug 2: CS(=O)(=O)OCCCCOS(=O)(=O)C. Cell line: HCC-2998. Synergy scores: CSS=27.6, Synergy_ZIP=-2.70, Synergy_Bliss=-4.25, Synergy_Loewe=-16.2, Synergy_HSA=-4.21. (2) Drug 1: C1CCC(C1)C(CC#N)N2C=C(C=N2)C3=C4C=CNC4=NC=N3. Drug 2: COC1=C2C(=CC3=C1OC=C3)C=CC(=O)O2. Cell line: BT-549. Synergy scores: CSS=5.30, Synergy_ZIP=2.72, Synergy_Bliss=6.96, Synergy_Loewe=4.05, Synergy_HSA=3.59. (3) Drug 1: C1CC(=O)NC(=O)C1N2CC3=C(C2=O)C=CC=C3N. Drug 2: CCN(CC)CCCC(C)NC1=C2C=C(C=CC2=NC3=C1C=CC(=C3)Cl)OC. Cell line: MDA-MB-231. Synergy scores: CSS=31.6, Synergy_ZIP=-4.28, Synergy_Bliss=0.809, Synergy_Loewe=-7.40, Synergy_HSA=2.84. (4) Cell line: SNB-75. Drug 1: C1=CC(=CC=C1CC(C(=O)O)N)N(CCCl)CCCl.Cl. Synergy scores: CSS=4.22, Synergy_ZIP=-0.261, Synergy_Bliss=0.0562, Synergy_Loewe=-4.73, Synergy_HSA=-2.77. Drug 2: CC1=C(C=C(C=C1)NC(=O)C2=CC=C(C=C2)CN3CCN(CC3)C)NC4=NC=CC(=N4)C5=CN=CC=C5. (5) Drug 1: CC12CCC3C(C1CCC2O)C(CC4=C3C=CC(=C4)O)CCCCCCCCCS(=O)CCCC(C(F)(F)F)(F)F. Drug 2: CC1C(C(CC(O1)OC2CC(CC3=C2C(=C4C(=C3O)C(=O)C5=CC=CC=C5C4=O)O)(C(=O)C)O)N)O. Cell line: HCC-2998. Synergy scores: CSS=60.8, Synergy_ZIP=1.81, Synergy_Bliss=3.79, Synergy_Loewe=-9.88, Synergy_HSA=0.636.